This data is from Catalyst prediction with 721,799 reactions and 888 catalyst types from USPTO. The task is: Predict which catalyst facilitates the given reaction. (1) Reactant: [CH3:1][C:2]1([C:9]#[C:10][Si:11]([CH3:14])([CH3:13])[CH3:12])[CH2:7][CH2:6][C:5](=[O:8])[CH2:4][CH2:3]1.[Li+].C[CH:17]([N-:19]C(C)C)C.C1(C)C=CC(S(C#N)(=O)=O)=CC=1.N.Cl. Product: [CH3:1][C:2]1([C:9]#[C:10][Si:11]([CH3:12])([CH3:14])[CH3:13])[CH2:7][CH:6]([C:17]#[N:19])[C:5](=[O:8])[CH2:4][CH2:3]1. The catalyst class is: 1. (2) Reactant: [C:1]1([C@H:7]([NH:9][C:10]([N:12]2[CH2:17][CH:16]([C:18]3[CH:23]=[CH:22][CH:21]=[CH:20][CH:19]=3)[CH2:15][CH:14]([C:24]([O:26]C)=[O:25])[CH2:13]2)=[O:11])[CH3:8])[CH:6]=[CH:5][CH:4]=[CH:3][CH:2]=1.[Li+].[OH-]. Product: [C:1]1([C@H:7]([NH:9][C:10]([N:12]2[CH2:17][CH:16]([C:18]3[CH:19]=[CH:20][CH:21]=[CH:22][CH:23]=3)[CH2:15][CH:14]([C:24]([OH:26])=[O:25])[CH2:13]2)=[O:11])[CH3:8])[CH:2]=[CH:3][CH:4]=[CH:5][CH:6]=1. The catalyst class is: 36. (3) Reactant: [C:1]([O:5][C:6](=[O:27])[NH:7][CH2:8][C:9]1[CH:14]=[C:13]([O:15][C:16]2[CH:21]=[CH:20][C:19]([CH2:22][CH3:23])=[CH:18][CH:17]=2)[CH:12]=[CH:11][C:10]=1[N+:24]([O-])=O)([CH3:4])([CH3:3])[CH3:2].[Cl-].[NH4+].C(O)C. The catalyst class is: 150. Product: [C:1]([O:5][C:6](=[O:27])[NH:7][CH2:8][C:9]1[CH:14]=[C:13]([O:15][C:16]2[CH:17]=[CH:18][C:19]([CH2:22][CH3:23])=[CH:20][CH:21]=2)[CH:12]=[CH:11][C:10]=1[NH2:24])([CH3:3])([CH3:2])[CH3:4]. (4) Reactant: C(OC1CCCCCCC(O)CCCCC1)(=O)C.[C:19]([O:22][CH:23]1[CH2:35][CH2:34][CH2:33][CH2:32][CH2:31][CH2:30][CH2:29][CH:28]([OH:36])[CH:27]=[CH:26][CH2:25][CH2:24]1)(=[O:21])[CH3:20].[H][H]. Product: [C:19]([O:22][CH:23]1[CH2:35][CH2:34][CH2:33][CH2:32][CH2:31][CH2:30][CH2:29][CH:28]([OH:36])[CH2:27][CH2:26][CH2:25][CH2:24]1)(=[O:21])[CH3:20]. The catalyst class is: 45. (5) Reactant: [Cl:1][C:2]1[CH:3]=[C:4]([CH:13]=[CH:14][C:15]=1[F:16])[CH2:5][N:6]1[CH2:11][CH2:10][CH2:9][CH2:8][C:7]1=[O:12].[Li+].C[Si]([N-][Si](C)(C)C)(C)C.C1(S(OC)(=O)=O)C=CC=CC=1. Product: [Cl:1][C:2]1[CH:3]=[C:4]([CH:13]=[CH:14][C:15]=1[F:16])[CH2:5][N:6]1[CH2:11][CH2:10][CH:9]=[CH:8][C:7]1=[O:12]. The catalyst class is: 49. (6) Reactant: [CH3:1][O:2][CH2:3][C:4]1[N:9]=[C:8]([S:10][CH3:11])[N:7]=[C:6]([NH2:12])[CH:5]=1.[H-].[Na+].Cl[C:16]1[S:17][C:18]2[CH:24]=[C:23]([Br:25])[CH:22]=[CH:21][C:19]=2[N:20]=1.[Cl-].[NH4+]. Product: [Br:25][C:23]1[CH:22]=[CH:21][C:19]2[N:20]=[C:16]([NH:12][C:6]3[CH:5]=[C:4]([CH2:3][O:2][CH3:1])[N:9]=[C:8]([S:10][CH3:11])[N:7]=3)[S:17][C:18]=2[CH:24]=1. The catalyst class is: 35. (7) Reactant: O/[CH:2]=[C:3]1\[C:4](=O)[CH2:5][CH2:6][CH2:7][CH2:8][CH2:9]\1.[NH2:11][NH2:12]. Product: [NH:11]1[C:4]2[CH2:5][CH2:6][CH2:7][CH2:8][CH2:9][C:3]=2[CH:2]=[N:12]1. The catalyst class is: 5. (8) Reactant: [CH:1]1([CH2:7][CH2:8][CH2:9][C@@H:10]([C:19]2[O:23][N:22]=[C:21]([C:24]([N:26]([CH3:28])[CH3:27])=[O:25])[N:20]=2)[CH2:11][C:12]([O:14]C(C)(C)C)=[O:13])[CH2:6][CH2:5][CH2:4][CH2:3][CH2:2]1.FC(F)(F)C(O)=O. Product: [CH:1]1([CH2:7][CH2:8][CH2:9][C@@H:10]([C:19]2[O:23][N:22]=[C:21]([C:24]([N:26]([CH3:28])[CH3:27])=[O:25])[N:20]=2)[CH2:11][C:12]([OH:14])=[O:13])[CH2:6][CH2:5][CH2:4][CH2:3][CH2:2]1. The catalyst class is: 4.